The task is: Predict which catalyst facilitates the given reaction.. This data is from Catalyst prediction with 721,799 reactions and 888 catalyst types from USPTO. (1) Reactant: COC([C:5]1[C:9]2[N:10]=[CH:11][N:12]([CH2:15][C:16]([C:18]3[CH:23]=[CH:22][CH:21]=[C:20]([O:24][CH3:25])[CH:19]=3)=[O:17])[C:13](=[O:14])[C:8]=2[N:7]([CH2:26][C:27]2[CH:32]=[CH:31][CH:30]=[CH:29][CH:28]=2)[C:6]=1[N:33]1[CH2:38][CH2:37][CH2:36][C@H:35]([NH:39]C(OC(C)(C)C)=O)[CH2:34]1)=O.[OH-].[Li+]. Product: [NH2:39][C@H:35]1[CH2:36][CH2:37][CH2:38][N:33]([C:6]2[N:7]([CH2:26][C:27]3[CH:28]=[CH:29][CH:30]=[CH:31][CH:32]=3)[C:8]3[C:13](=[O:14])[N:12]([CH2:15][C:16]([C:18]4[CH:23]=[CH:22][CH:21]=[C:20]([O:24][CH3:25])[CH:19]=4)=[O:17])[CH:11]=[N:10][C:9]=3[CH:5]=2)[CH2:34]1. The catalyst class is: 12. (2) Reactant: [CH2:1]([CH:8]([CH2:33][O:34][Si:35]([C:38]([CH3:41])([CH3:40])[CH3:39])([CH3:37])[CH3:36])[C:9]([NH:11][N:12]=[C:13]1[CH:18]=[C:17]([C:19]2[CH:24]=[CH:23][N:22]=[C:21]([NH:25][C:26]3[N:30]([CH3:31])[N:29]=[CH:28][CH:27]=3)[N:20]=2)[CH:16]=[C:15]([F:32])[NH:14]1)=O)[C:2]1[CH:7]=[CH:6][CH:5]=[CH:4][CH:3]=1.CCN(C(C)C)C(C)C.O. Product: [Si:35]([O:34][CH2:33][CH:8]([C:9]1[N:14]2[C:15]([F:32])=[CH:16][C:17]([C:19]3[CH:24]=[CH:23][N:22]=[C:21]([NH:25][C:26]4[N:30]([CH3:31])[N:29]=[CH:28][CH:27]=4)[N:20]=3)=[CH:18][C:13]2=[N:12][N:11]=1)[CH2:1][C:2]1[CH:7]=[CH:6][CH:5]=[CH:4][CH:3]=1)([C:38]([CH3:41])([CH3:40])[CH3:39])([CH3:37])[CH3:36]. The catalyst class is: 23. (3) Reactant: [CH3:1][C:2]1[C:3]([C:26]2[CH:31]=[CH:30][CH:29]=[CH:28][CH:27]=2)=[C:4]([O:14][C:15]2[CH:20]=[CH:19][C:18](/[CH:21]=[CH:22]/[C:23]([OH:25])=[O:24])=[CH:17][CH:16]=2)[C:5]2[C:10]([CH:11]=1)=[CH:9][C:8]([O:12]C)=[CH:7][CH:6]=2.B(Br)(Br)Br.O. Product: [OH:12][C:8]1[CH:9]=[C:10]2[C:5](=[CH:6][CH:7]=1)[C:4]([O:14][C:15]1[CH:16]=[CH:17][C:18](/[CH:21]=[CH:22]/[C:23]([OH:25])=[O:24])=[CH:19][CH:20]=1)=[C:3]([C:26]1[CH:27]=[CH:28][CH:29]=[CH:30][CH:31]=1)[C:2]([CH3:1])=[CH:11]2. The catalyst class is: 2. (4) Reactant: [CH3:1][N:2]1[CH2:8][CH2:7][CH2:6][N:5]([C:9]2[CH:10]=[CH:11][C:12]([N+:28]([O-])=O)=[C:13]([CH:27]=2)[C:14]([NH:16][C:17]2[CH:22]=[C:21]([N+:23]([O-])=O)[CH:20]=[CH:19][C:18]=2[CH3:26])=[O:15])[CH2:4][CH2:3]1. Product: [NH2:28][C:12]1[CH:11]=[CH:10][C:9]([N:5]2[CH2:6][CH2:7][CH2:8][N:2]([CH3:1])[CH2:3][CH2:4]2)=[CH:27][C:13]=1[C:14]([NH:16][C:17]1[CH:22]=[C:21]([NH2:23])[CH:20]=[CH:19][C:18]=1[CH3:26])=[O:15]. The catalyst class is: 45. (5) Reactant: [CH3:1][C:2]([CH3:7])([CH2:5][OH:6])[CH2:3][OH:4].[S:8]1[CH:12]=[CH:11][C:10]([C:13](=O)[CH3:14])=[CH:9]1.O. Product: [CH3:14][C:13]1([C:10]2[CH:11]=[CH:12][S:8][CH:9]=2)[O:6][CH2:5][C:2]([CH3:7])([CH3:1])[CH2:3][O:4]1. The catalyst class is: 626.